Dataset: Reaction yield outcomes from USPTO patents with 853,638 reactions. Task: Predict the reaction yield, written as a fraction of the theoretical maximum amount of product (1.0 means a 100% yield; for example, 0.34 means a 34% yield). (1) The product is [NH2:1][C:2]1[N:7]=[CH:6][N:5]=[C:4]2[N:8]([CH2:25][C@@H:26]3[CH2:30][CH2:29][CH2:28][N:27]3[C:31](=[O:35])[C:32]([C:33]#[N:34])=[CH:50][C:46]([N:38]([CH2:36][CH3:37])[C:39](=[O:45])[O:40][C:41]([CH3:44])([CH3:43])[CH3:42])([CH3:47])[CH3:49])[N:9]=[C:10]([C:11]3[CH:16]=[CH:15][C:14]([O:17][C:18]4[CH:19]=[CH:20][CH:21]=[CH:22][CH:23]=4)=[CH:13][C:12]=3[F:24])[C:3]=12. The yield is 0.190. The reactants are [NH2:1][C:2]1[N:7]=[CH:6][N:5]=[C:4]2[N:8]([CH2:25][C@@H:26]3[CH2:30][CH2:29][CH2:28][N:27]3[C:31](=[O:35])[CH2:32][C:33]#[N:34])[N:9]=[C:10]([C:11]3[CH:16]=[CH:15][C:14]([O:17][C:18]4[CH:23]=[CH:22][CH:21]=[CH:20][CH:19]=4)=[CH:13][C:12]=3[F:24])[C:3]=12.[CH2:36]([N:38]([C:46]([CH3:50])([CH3:49])[CH:47]=O)[C:39](=[O:45])[O:40][C:41]([CH3:44])([CH3:43])[CH3:42])[CH3:37].N1CCCCC1. The catalyst is O1CCOCC1.CC(O)=O. (2) The reactants are [CH3:1][C:2]1[O:6][N:5]=[C:4]([C:7]2[CH:12]=[CH:11][N:10]=[CH:9][CH:8]=2)[C:3]=1[CH2:13][O:14][C:15]1[CH:23]=[CH:22][C:18]([C:19]([OH:21])=O)=[CH:17][N:16]=1.COC(=O)C1C=CC(OCC2C(C3C=CC=C(F)C=3)=NOC=2C)=NC=1.[F:49][C:50]([F:54])([F:53])[CH2:51][NH2:52]. The product is [CH3:1][C:2]1[O:6][N:5]=[C:4]([C:7]2[CH:8]=[CH:9][N:10]=[CH:11][CH:12]=2)[C:3]=1[CH2:13][O:14][C:15]1[CH:23]=[CH:22][C:18]([C:19]([NH:52][CH2:51][C:50]([F:54])([F:53])[F:49])=[O:21])=[CH:17][N:16]=1. No catalyst specified. The yield is 0.140. (3) The reactants are [Br:1][C:2]1[CH:7]=[CH:6][N:5]=[C:4]([C:8]([OH:10])=O)[CH:3]=1.CN1CCOCC1.F[P-](F)(F)(F)(F)F.N1(OC(N(C)C)=[N+](C)C)C2N=CC=CC=2N=N1.[F:42][C:43]([F:52])([F:51])[C:44]1[CH:45]=[C:46]([CH:48]=[CH:49][CH:50]=1)[NH2:47]. The catalyst is CN(C)C=O.ClCCl. The product is [Br:1][C:2]1[CH:7]=[CH:6][N:5]=[C:4]([C:8]([NH:47][C:46]2[CH:48]=[CH:49][CH:50]=[C:44]([C:43]([F:42])([F:51])[F:52])[CH:45]=2)=[O:10])[CH:3]=1. The yield is 0.760. (4) The reactants are O[C:2]1[CH:3]=[C:4]2[C:9](=[CH:10][CH:11]=1)[N:8]=[C:7]([C:12]1[CH:13]=[N:14][CH:15]=[CH:16][CH:17]=1)[N:6]=[C:5]2[NH:18][C:19]1[CH:27]=[CH:26][CH:25]=[CH:24][C:20]=1[C:21]([NH2:23])=[O:22].Cl.Cl[CH2:30][CH2:31][N:32]([CH3:34])[CH3:33].C(=O)([O-])[O-:36].[Cs+].[Cs+]. The catalyst is CN(C=O)C.O. The product is [CH3:33][N:32]([CH3:34])[CH2:31][CH2:30][O:36][N:18]([C:5]1[C:4]2[C:9](=[CH:10][CH:11]=[CH:2][CH:3]=2)[N:8]=[C:7]([C:12]2[CH:13]=[N:14][CH:15]=[CH:16][CH:17]=2)[N:6]=1)[C:19]1[C:20]([C:21]([NH2:23])=[O:22])=[CH:24][CH:25]=[CH:26][CH:27]=1. The yield is 0.400. (5) The reactants are C1(C)C=CC(S(O)(=O)=O)=CC=1.[NH+]1C=CC=CC=1.[Br:18][C:19]1[CH:24]=[CH:23][C:22]([OH:25])=[CH:21][C:20]=1[F:26].[O:27]1[CH:32]=[CH:31][CH2:30][CH2:29][CH2:28]1.CCOC(C)=O. The catalyst is ClCCl.CCCCCCC. The product is [Br:18][C:19]1[CH:24]=[CH:23][C:22]([O:25][CH:28]2[CH2:29][CH2:30][CH2:31][CH2:32][O:27]2)=[CH:21][C:20]=1[F:26]. The yield is 0.330.